The task is: Regression. Given a peptide amino acid sequence and an MHC pseudo amino acid sequence, predict their binding affinity value. This is MHC class I binding data.. This data is from Peptide-MHC class I binding affinity with 185,985 pairs from IEDB/IMGT. (1) The peptide sequence is PLHKYCVNLY. The MHC is HLA-A11:01 with pseudo-sequence HLA-A11:01. The binding affinity (normalized) is 0.0617. (2) The peptide sequence is LQKVPHTRY. The binding affinity (normalized) is 0.0847. The MHC is HLA-B07:02 with pseudo-sequence HLA-B07:02. (3) The binding affinity (normalized) is 0.525. The peptide sequence is AQLQAVPGA. The MHC is HLA-A02:01 with pseudo-sequence HLA-A02:01. (4) The peptide sequence is EEEMFKKRNL. The MHC is HLA-B40:01 with pseudo-sequence HLA-B40:01. The binding affinity (normalized) is 0. (5) The peptide sequence is HPVGEADYF. The MHC is HLA-A31:01 with pseudo-sequence HLA-A31:01. The binding affinity (normalized) is 0. (6) The peptide sequence is YPSGQGSF. The MHC is HLA-B35:01 with pseudo-sequence HLA-B35:01. The binding affinity (normalized) is 0.215.